From a dataset of Forward reaction prediction with 1.9M reactions from USPTO patents (1976-2016). Predict the product of the given reaction. (1) Given the reactants [CH2:1]([C:3]1[C:8]([C:9]2[CH:14]=[CH:13][N:12]=[C:11]([NH:15][C:16]3[CH:23]=[CH:22][C:19]([C:20]#[N:21])=[CH:18][CH:17]=3)[N:10]=2)=[CH:7][N:6]=[C:5](SC)[N:4]=1)[CH3:2].[NH2:26][CH2:27][CH:28]([OH:30])[CH3:29].N[CH:32](O)C(C)C, predict the reaction product. The product is: [CH2:1]([C:3]1[C:8]([C:9]2[CH:14]=[CH:13][N:12]=[C:11]([NH:15][C:16]3[CH:23]=[CH:22][C:19]([C:20]#[N:21])=[CH:18][CH:17]=3)[N:10]=2)=[CH:7][N:6]=[C:5]([NH:26][CH2:27][C:28]([OH:30])([CH3:32])[CH3:29])[N:4]=1)[CH3:2]. (2) Given the reactants [CH2:1]([O:8][CH2:9][CH2:10][CH2:11][CH2:12][O:13][CH2:14][CH2:15][CH2:16][OH:17])[C:2]1[CH:7]=[CH:6][CH:5]=[CH:4][CH:3]=1.Br[CH2:19][C:20]([O:22][C:23]([CH3:26])([CH3:25])[CH3:24])=[O:21].[OH-].[Na+], predict the reaction product. The product is: [CH2:1]([O:8][CH2:9][CH2:10][CH2:11][CH2:12][O:13][CH2:14][CH2:15][CH2:16][O:17][CH2:19][C:20]([O:22][C:23]([CH3:26])([CH3:25])[CH3:24])=[O:21])[C:2]1[CH:7]=[CH:6][CH:5]=[CH:4][CH:3]=1. (3) Given the reactants C(O)(=O)C.[CH3:5][O:6][C:7]1[C:8]([CH3:27])=[C:9]([C:16]([C:18]2[CH:23]=[CH:22][C:21]([N+:24]([O-])=O)=[CH:20][CH:19]=2)=[O:17])[N:10]2[C:15]=1[CH:14]=[CH:13][CH:12]=[CH:11]2.O, predict the reaction product. The product is: [NH2:24][C:21]1[CH:22]=[CH:23][C:18]([C:16]([C:9]2[N:10]3[C:15]([CH:14]=[CH:13][CH:12]=[CH:11]3)=[C:7]([O:6][CH3:5])[C:8]=2[CH3:27])=[O:17])=[CH:19][CH:20]=1. (4) Given the reactants [C:1]([C:3]1[CH:4]=[C:5]([NH:9][C:10](=[O:33])[NH:11][C:12]2[CH:17]=[CH:16][C:15]([S:18]([NH:21][CH2:22][C:23]3[CH:28]=[CH:27][C:26]([S:29](=[O:32])(=[O:31])[NH2:30])=[CH:25][CH:24]=3)(=[O:20])=[O:19])=[CH:14][CH:13]=2)[CH:6]=[CH:7][CH:8]=1)#[N:2].[O:34]1[CH2:38][CH2:37][O:36][CH:35]1[CH2:39][N:40]1[CH2:45][CH2:44][NH:43][CH2:42][CH2:41]1, predict the reaction product. The product is: [O:34]1[CH2:38][CH2:37][O:36][CH:35]1[CH2:39][N:40]1[CH2:41][CH2:42][N:43]([C:1](=[NH:2])[C:3]2[CH:4]=[C:5]([NH:9][C:10](=[O:33])[NH:11][C:12]3[CH:17]=[CH:16][C:15]([S:18]([NH:21][CH2:22][C:23]4[CH:28]=[CH:27][C:26]([S:29](=[O:31])(=[O:32])[NH2:30])=[CH:25][CH:24]=4)(=[O:20])=[O:19])=[CH:14][CH:13]=3)[CH:6]=[CH:7][CH:8]=2)[CH2:44][CH2:45]1. (5) Given the reactants C1(P(=[CH:20][C:21]([O:23][CH3:24])=[O:22])(C2C=CC=CC=2)C2C=CC=CC=2)C=CC=CC=1.[F:25][C:26]1[CH:27]=[C:28]([CH:31]=[CH:32][C:33]=1[OH:34])[CH:29]=O, predict the reaction product. The product is: [F:25][C:26]1[CH:27]=[C:28](/[CH:29]=[CH:20]/[C:21]([O:23][CH3:24])=[O:22])[CH:31]=[CH:32][C:33]=1[OH:34].